From a dataset of Rat liver microsome stability data. Regression/Classification. Given a drug SMILES string, predict its absorption, distribution, metabolism, or excretion properties. Task type varies by dataset: regression for continuous measurements (e.g., permeability, clearance, half-life) or binary classification for categorical outcomes (e.g., BBB penetration, CYP inhibition). Dataset: rlm. (1) The molecule is CCOC(=O)C1CCN(C(=O)C(C)(C)NC(=O)Nc2ccc(Cl)cc2Cl)CC1. The result is 1 (stable in rat liver microsomes). (2) The molecule is CC(C)(NC(=O)c1nn(Cc2ccc(F)cc2)c2c1C[C@H]1C[C@@H]21)c1ccccc1. The result is 1 (stable in rat liver microsomes).